Task: Predict the reactants needed to synthesize the given product.. Dataset: Full USPTO retrosynthesis dataset with 1.9M reactions from patents (1976-2016) (1) Given the product [CH2:20]([N:18]([CH3:19])[C:13]1[CH:12]=[C:11]([CH:16]=[CH:15][C:14]=1[NH:17][S:39]([C:42]1[CH:48]=[CH:47][C:45]([CH3:46])=[CH:44][CH:43]=1)(=[O:41])=[O:40])[O:10][C:8]1[CH:7]=[CH:6][C:5]([NH:27][S:28]([C:31]2[CH:32]=[CH:33][C:34]([CH3:37])=[CH:35][CH:36]=2)(=[O:30])=[O:29])=[C:4]([CH:9]=1)[C:3]([O:2][CH3:1])=[O:38])[C:21]1[CH:26]=[CH:25][CH:24]=[CH:23][CH:22]=1, predict the reactants needed to synthesize it. The reactants are: [CH3:1][O:2][C:3](=[O:38])[C:4]1[CH:9]=[C:8]([O:10][C:11]2[CH:16]=[CH:15][C:14]([NH2:17])=[C:13]([N:18]([CH2:20][C:21]3[CH:26]=[CH:25][CH:24]=[CH:23][CH:22]=3)[CH3:19])[CH:12]=2)[CH:7]=[CH:6][C:5]=1[NH:27][S:28]([C:31]1[CH:36]=[CH:35][C:34]([CH3:37])=[CH:33][CH:32]=1)(=[O:30])=[O:29].[S:39](Cl)([C:42]1[CH:48]=[CH:47][C:45]([CH3:46])=[CH:44][CH:43]=1)(=[O:41])=[O:40].N1C=CC=CC=1. (2) The reactants are: [Br:1][C:2]1[CH:7]=[CH:6][C:5]([F:8])=[CH:4][C:3]=1[OH:9].[F:10][C:11]([F:15])([F:14])[CH2:12]I. Given the product [Br:1][C:2]1[CH:7]=[CH:6][C:5]([F:8])=[CH:4][C:3]=1[O:9][CH2:12][C:11]([F:15])([F:14])[F:10], predict the reactants needed to synthesize it. (3) Given the product [C:1]([O:5][C:6](=[O:15])[NH:7][CH2:8][C@@H:9]1[CH2:14][CH2:13][CH2:12][CH2:11][N:10]1[C:29]([C:24]1[C:23]([C:20]2[CH:21]=[CH:22][C:17]([F:16])=[CH:18][CH:19]=2)=[CH:27][N:26]([CH3:28])[N:25]=1)=[O:30])([CH3:4])([CH3:2])[CH3:3], predict the reactants needed to synthesize it. The reactants are: [C:1]([O:5][C:6](=[O:15])[NH:7][CH2:8][C@@H:9]1[CH2:14][CH2:13][CH2:12][CH2:11][NH:10]1)([CH3:4])([CH3:3])[CH3:2].[F:16][C:17]1[CH:22]=[CH:21][C:20]([C:23]2[C:24]([C:29](O)=[O:30])=[N:25][N:26]([CH3:28])[CH:27]=2)=[CH:19][CH:18]=1. (4) Given the product [ClH:1].[CH3:2][O:3][C:4]1[CH:5]=[C:6](/[C:12](=[CH:15]/[C:16]2[CH:17]=[CH:18][N:19]=[CH:20][CH:21]=2)/[C:13]#[N:14])[CH:7]=[CH:8][C:9]=1[O:10][CH3:11], predict the reactants needed to synthesize it. The reactants are: [ClH:1].[CH3:2][O:3][C:4]1[CH:5]=[C:6](/[C:12](=[CH:15]/[C:16]2[CH:21]=[CH:20][N:19]=[CH:18][CH:17]=2)/[C:13]#[N:14])[CH:7]=[CH:8][C:9]=1[O:10][CH3:11]. (5) Given the product [F:1][C:2]1[C:3]([O:9][CH2:10][CH2:11][CH2:12][CH2:13][CH2:14][CH3:15])=[C:4]([OH:19])[C:5]([F:8])=[CH:6][CH:7]=1, predict the reactants needed to synthesize it. The reactants are: [F:1][C:2]1(B(O)O)[CH:7]=[CH:6][C:5]([F:8])=[CH:4][CH:3]1[O:9][CH2:10][CH2:11][CH2:12][CH2:13][CH2:14][CH3:15].[OH:19]O.O. (6) Given the product [CH2:15]([O:22][C:23]1[CH:28]=[C:27]([O:29][CH2:30][O:31][CH3:32])[CH:26]=[CH:25][C:24]=1[C:33]([C:35]1[CH:36]=[CH:37][C:38]([O:41][CH2:2][C:3]2[N:4]=[C:5]([C:9]3[CH:14]=[CH:13][CH:12]=[CH:11][CH:10]=3)[O:6][C:7]=2[CH3:8])=[CH:39][CH:40]=1)=[O:34])[C:16]1[CH:17]=[CH:18][CH:19]=[CH:20][CH:21]=1, predict the reactants needed to synthesize it. The reactants are: Cl[CH2:2][C:3]1[N:4]=[C:5]([C:9]2[CH:14]=[CH:13][CH:12]=[CH:11][CH:10]=2)[O:6][C:7]=1[CH3:8].[CH2:15]([O:22][C:23]1[CH:28]=[C:27]([O:29][CH2:30][O:31][CH3:32])[CH:26]=[CH:25][C:24]=1[C:33]([C:35]1[CH:40]=[CH:39][C:38]([OH:41])=[CH:37][CH:36]=1)=[O:34])[C:16]1[CH:21]=[CH:20][CH:19]=[CH:18][CH:17]=1.C(=O)([O-])[O-].[K+].[K+].CN(C)C=O. (7) Given the product [CH3:1][O:2][C:3]([C:5]12[N:12]([CH2:25][C:26]3[CH:31]=[CH:30][CH:29]=[CH:28][CH:27]=3)[C:11](=[O:13])[CH:10]3[CH2:14][CH:7]([CH2:8][CH:9]13)[CH2:6]2)=[O:4], predict the reactants needed to synthesize it. The reactants are: [CH3:1][O:2][C:3]([C:5]12[NH:12][C:11](=[O:13])[CH:10]3[CH2:14][CH:7]([CH2:8][CH:9]13)[CH2:6]2)=[O:4].[Li+].C[Si]([N-][Si](C)(C)C)(C)C.[CH2:25](Br)[C:26]1[CH:31]=[CH:30][CH:29]=[CH:28][CH:27]=1. (8) Given the product [NH:1]1[C:5](=[O:7])[CH2:4][CH2:3][C@H:2]1[C:8]([O:10][CH2:12][CH3:13])=[O:9], predict the reactants needed to synthesize it. The reactants are: [NH2:1][C@H:2]([C:8]([OH:10])=[O:9])[CH2:3][CH2:4][C:5]([OH:7])=O.Cl.[CH2:12](O)[CH3:13]. (9) Given the product [NH2:38][C:42]1[N:43]=[CH:44][N:45]=[C:46]([C:16]2[NH:15][C:14]([C:27]([O:29][CH2:30][CH3:31])=[O:28])=[C:13]([C:4]3[CH:5]=[C:6]([C:9]([F:11])([F:12])[F:10])[CH:7]=[CH:8][C:3]=3[CH2:1][CH3:2])[CH:17]=2)[CH:41]=1, predict the reactants needed to synthesize it. The reactants are: [CH2:1]([C:3]1[CH:8]=[CH:7][C:6]([C:9]([F:12])([F:11])[F:10])=[CH:5][C:4]=1[C:13]1[CH:17]=[CH:16][N:15](S(C2C=CC=CC=2)(=O)=O)[C:14]=1[C:27]([O:29][CH2:30][CH3:31])=[O:28])[CH3:2].CC(C)(C)C(OC[N:38]1[C:42]2[N:43]=[CH:44][N:45]=[C:46](Cl)[C:41]=2C=C1)=O. (10) Given the product [N:20]([CH2:19][CH:17]([OH:18])[CH2:16][CH2:15][N:12]1[CH2:13][CH2:14][N:9]([C:4]2[CH:5]=[CH:6][CH:7]=[CH:8][C:3]=2[O:2][CH3:1])[CH2:10][CH2:11]1)=[N+:21]=[N-:22], predict the reactants needed to synthesize it. The reactants are: [CH3:1][O:2][C:3]1[CH:8]=[CH:7][CH:6]=[CH:5][C:4]=1[N:9]1[CH2:14][CH2:13][N:12]([CH2:15][CH2:16][CH:17]2[CH2:19][O:18]2)[CH2:11][CH2:10]1.[N:20](CC(O)CCN1CCN(C2C=CC=C(Cl)C=2Cl)CC1)=[N+:21]=[N-:22].